This data is from Reaction yield outcomes from USPTO patents with 853,638 reactions. The task is: Predict the reaction yield, written as a fraction of the theoretical maximum amount of product (1.0 means a 100% yield; for example, 0.34 means a 34% yield). (1) The product is [F:1][C:2]1[CH:7]=[CH:6][C:5]([C:8]#[C:9][CH2:10][CH2:11][C:12]#[CH:13])=[CH:4][CH:3]=1. The yield is 0.450. The catalyst is C1COCC1. The reactants are [F:1][C:2]1[CH:7]=[CH:6][C:5]([C:8]#[C:9][CH2:10][CH2:11][C:12]#[C:13][Si](C)(C)C)=[CH:4][CH:3]=1.[F-].C([N+](CCCC)(CCCC)CCCC)CCC. (2) The reactants are [OH:1]/[N:2]=[C:3](\[NH2:17])/[C:4]1[CH:9]=[CH:8][C:7]([O:10][C:11]2[CH:16]=[CH:15][N:14]=[CH:13][CH:12]=2)=[CH:6][CH:5]=1.[CH2:18]([O:25][C:26]1[CH:34]=[CH:33][C:29]([C:30](Cl)=O)=[CH:28][CH:27]=1)[C:19]1[CH:24]=[CH:23][CH:22]=[CH:21][CH:20]=1. The yield is 0.270. The product is [CH2:18]([O:25][C:26]1[CH:27]=[CH:28][C:29]([C:30]2[O:1][N:2]=[C:3]([C:4]3[CH:5]=[CH:6][C:7]([O:10][C:11]4[CH:16]=[CH:15][N:14]=[CH:13][CH:12]=4)=[CH:8][CH:9]=3)[N:17]=2)=[CH:33][CH:34]=1)[C:19]1[CH:20]=[CH:21][CH:22]=[CH:23][CH:24]=1. The catalyst is N1C=CC=CC=1. (3) The catalyst is C(O)C. The product is [F:14][C:12]([F:13])([F:15])[C:9]1[N:8]=[CH:7][C:6]([NH:5][C:4]2[N:3]=[C:1]([NH2:2])[NH:19][N:18]=2)=[CH:11][CH:10]=1. The yield is 0.210. The reactants are [C:1](/[N:3]=[C:4](\SC)/[NH:5][C:6]1[CH:7]=[N:8][C:9]([C:12]([F:15])([F:14])[F:13])=[CH:10][CH:11]=1)#[N:2].[NH2:18][NH2:19]. (4) The reactants are [CH3:1][N:2]1[CH2:23][C:8]23[CH2:9][CH2:10][CH:11]4[CH:20]([CH:7]2[CH2:6][CH2:5][CH:4]3[CH:3]1[CH3:24])[CH2:19][CH:18]=[C:17]1[C:12]4([CH3:22])[CH2:13][CH2:14][CH:15]([OH:21])[CH2:16]1.[H-].[Na+].I[CH3:28]. The yield is 0.380. The catalyst is CN(C=O)C. The product is [CH3:28][O:21][CH:15]1[CH2:16][C:17]2[C:12]([CH3:22])([CH:11]3[CH:20]([CH2:19][CH:18]=2)[CH:7]2[CH2:6][CH2:5][CH:4]4[CH:3]([CH3:24])[N:2]([CH3:1])[CH2:23][C:8]24[CH2:9][CH2:10]3)[CH2:13][CH2:14]1. (5) The reactants are [CH3:1][C:2]([CH3:22])([CH3:21])[C:3]#[C:4][C:5]1[CH:10]=[C:9]([N+:11]([O-:13])=[O:12])[C:8]([F:14])=[CH:7][C:6]=1[NH:15]C(=O)CCC.CCCC[N+](CCCC)(CCCC)CCCC.[F-].O. The catalyst is CN(C=O)C. The product is [C:2]([C:3]1[NH:15][C:6]2[C:5]([CH:4]=1)=[CH:10][C:9]([N+:11]([O-:13])=[O:12])=[C:8]([F:14])[CH:7]=2)([CH3:22])([CH3:21])[CH3:1]. The yield is 0.650. (6) The reactants are I[C:2]1[CH:7]=[CH:6][CH:5]=[CH:4][C:3]=1[CH2:8][OH:9].C([Li])CCC.[CH2:15]([N:22]1[CH2:26][CH2:25][C:24](=[O:27])[CH2:23]1)[C:16]1[CH:21]=[CH:20][CH:19]=[CH:18][CH:17]=1. The catalyst is CCCCCC.C1COCC1. The product is [CH2:15]([N:22]1[CH2:26][CH2:25][C:24]([C:2]2[CH:7]=[CH:6][CH:5]=[CH:4][C:3]=2[CH2:8][OH:9])([OH:27])[CH2:23]1)[C:16]1[CH:17]=[CH:18][CH:19]=[CH:20][CH:21]=1. The yield is 0.540. (7) The reactants are [Br:1][C:2]1[N:7]=[CH:6][C:5]([CH2:8][NH:9][CH2:10][CH2:11][O:12][CH3:13])=[CH:4][CH:3]=1.[CH3:14][C:15](OC(C)=O)=[O:16]. The catalyst is C1COCC1. The product is [Br:1][C:2]1[N:7]=[CH:6][C:5]([CH2:8][N:9]([CH2:10][CH2:11][O:12][CH3:13])[C:15](=[O:16])[CH3:14])=[CH:4][CH:3]=1. The yield is 0.970.